From a dataset of Full USPTO retrosynthesis dataset with 1.9M reactions from patents (1976-2016). Predict the reactants needed to synthesize the given product. Given the product [N+:10]([C:4]1[CH:3]=[C:2]([CH3:8])[N+:1]([O-:9])=[C:6]([CH3:7])[CH:5]=1)([O-:12])=[O:11], predict the reactants needed to synthesize it. The reactants are: [N+:1]1([O-:9])[C:2]([CH3:8])=[CH:3][CH:4]=[CH:5][C:6]=1[CH3:7].[N+:10]([O-])([OH:12])=[O:11].